From a dataset of Peptide-MHC class II binding affinity with 134,281 pairs from IEDB. Regression. Given a peptide amino acid sequence and an MHC pseudo amino acid sequence, predict their binding affinity value. This is MHC class II binding data. The peptide sequence is GTKTEAEDVIPEGWK. The MHC is DRB1_0101 with pseudo-sequence DRB1_0101. The binding affinity (normalized) is 0.0901.